Dataset: Forward reaction prediction with 1.9M reactions from USPTO patents (1976-2016). Task: Predict the product of the given reaction. (1) Given the reactants [Br:1][C:2]1[C:3]([CH3:9])=[C:4]([CH:6]=[CH:7][CH:8]=1)[NH2:5].C(OC(=O)C)(=O)C.C([O-])(=O)C.[K+].[N:22](OCCC(C)C)=O, predict the reaction product. The product is: [Br:1][C:2]1[CH:8]=[CH:7][CH:6]=[C:4]2[C:3]=1[CH:9]=[N:22][NH:5]2. (2) Given the reactants [CH3:1][C:2]1[S:3][CH:4]=[C:5]([C:7]2[C:11]3[CH2:12][NH:13][CH2:14][CH2:15][C:10]=3[NH:9][N:8]=2)[N:6]=1.[Cl:16][C:17]1[CH:18]=[C:19]([NH:23][C:24](=O)[O:25]C2C=CC=CC=2)[CH:20]=[CH:21][CH:22]=1, predict the reaction product. The product is: [Cl:16][C:17]1[CH:18]=[C:19]([NH:23][C:24]([N:13]2[CH2:14][CH2:15][C:10]3[NH:9][N:8]=[C:7]([C:5]4[N:6]=[C:2]([CH3:1])[S:3][CH:4]=4)[C:11]=3[CH2:12]2)=[O:25])[CH:20]=[CH:21][CH:22]=1. (3) Given the reactants [C:1]12([NH2:11])[CH2:10][CH:5]3[CH2:6][CH:7]([CH2:9][CH:3]([CH2:4]3)[CH2:2]1)[CH2:8]2.[O:12]1[CH:16]=[CH:15][C:14]2[CH:17]=[C:18]([C:20](O)=O)[S:19][C:13]1=2, predict the reaction product. The product is: [C:1]12([NH:11][CH2:20][C:18]3[S:19][C:13]4[O:12][CH:16]=[CH:15][C:14]=4[CH:17]=3)[CH2:8][CH:7]3[CH2:6][CH:5]([CH2:4][CH:3]([CH2:9]3)[CH2:2]1)[CH2:10]2.